Dataset: Tyrosyl-DNA phosphodiesterase HTS with 341,365 compounds. Task: Binary Classification. Given a drug SMILES string, predict its activity (active/inactive) in a high-throughput screening assay against a specified biological target. (1) The molecule is O=c1n(c(=O)c2c3c1cccc3ccc2)c1ncccc1. The result is 0 (inactive). (2) The molecule is o1c(C(=O)Nc2cc3CCCc3cc2)cc2c1cccc2. The result is 0 (inactive).